Dataset: Catalyst prediction with 721,799 reactions and 888 catalyst types from USPTO. Task: Predict which catalyst facilitates the given reaction. (1) Product: [Br:1][C:2]1[CH:3]=[CH:4][C:5]2[O:14][C:13]3[C:12](=[O:15])[NH:11][C:10]([CH2:16][N:22]4[CH2:23][C@@H:18]5[CH2:24][C@H:21]4[CH2:20][N:19]5[C:25]([O:27][C:28]([CH3:31])([CH3:30])[CH3:29])=[O:26])=[N:9][C:8]=3[C:6]=2[CH:7]=1. The catalyst class is: 162. Reactant: [Br:1][C:2]1[CH:3]=[CH:4][C:5]2[O:14][C:13]3[C:12](=[O:15])[NH:11][C:10]([CH2:16]Cl)=[N:9][C:8]=3[C:6]=2[CH:7]=1.[C@H:18]12[CH2:24][C@H:21]([NH:22][CH2:23]1)[CH2:20][N:19]2[C:25]([O:27][C:28]([CH3:31])([CH3:30])[CH3:29])=[O:26].C(N(C(C)C)CC)(C)C. (2) Reactant: C(N(CC)CC)C.[CH3:8][NH:9][C:10]([C@@H:12]1[C@@H:16]([N:17]=[N+:18]=[N-:19])[C@@H:15]([O:20]C(=O)C)[C@H:14]([N:24]2[CH:32]=[N:31][C:30]3[C:25]2=[N:26][CH:27]=[N:28][C:29]=3[Cl:33])[O:13]1)=[O:11]. Product: [CH3:8][NH:9][C:10]([C@@H:12]1[C@@H:16]([N:17]=[N+:18]=[N-:19])[C@@H:15]([OH:20])[C@H:14]([N:24]2[CH:32]=[N:31][C:30]3[C:25]2=[N:26][CH:27]=[N:28][C:29]=3[Cl:33])[O:13]1)=[O:11]. The catalyst class is: 5. (3) Reactant: [CH2:1]1[O:5][C@@H:4]2[C@@H:6]([OH:9])[CH2:7][O:8][C@@H:3]2[C@@H:2]1[OH:10].[C:11]([OH:18])(=[O:17])[CH2:12][CH2:13][C:14]([OH:16])=[O:15].C1(C)C=CC=CC=1. Product: [CH2:1]1[O:5][C@@H:4]2[C@@H:6]([OH:9])[CH2:7][O:8][C@@H:3]2[C@@H:2]1[OH:10].[C:11]([OH:18])(=[O:17])[CH2:12][CH2:13][C:14]([OH:16])=[O:15]. The catalyst class is: 6. (4) Reactant: [CH2:1]([C:3]1[CH:8]=[CH:7][C:6]([S:9]([NH:12][CH:13]2[CH2:18][CH2:17][NH:16][CH2:15][CH2:14]2)(=[O:11])=[O:10])=[CH:5][CH:4]=1)[CH3:2].FC(F)(F)C(O)=O.C(N(CC)CC)C.[C:33]1([S:39]([N:42]2[C:46]3[N:47]=[CH:48][N:49]=[C:50](Cl)[C:45]=3[CH:44]=[C:43]2[I:52])(=[O:41])=[O:40])[CH:38]=[CH:37][CH:36]=[CH:35][CH:34]=1. Product: [C:33]1([S:39]([N:42]2[C:46]3[N:47]=[CH:48][N:49]=[C:50]([N:16]4[CH2:17][CH2:18][CH:13]([NH:12][S:9]([C:6]5[CH:7]=[CH:8][C:3]([CH2:1][CH3:2])=[CH:4][CH:5]=5)(=[O:10])=[O:11])[CH2:14][CH2:15]4)[C:45]=3[CH:44]=[C:43]2[I:52])(=[O:40])=[O:41])[CH:34]=[CH:35][CH:36]=[CH:37][CH:38]=1. The catalyst class is: 23. (5) Reactant: C[O:2][CH:3](OC)[CH2:4][CH2:5][N:6]1[CH:11]=[C:10]([C:12]2[S:13][CH:14]=[C:15]([CH3:17])[N:16]=2)[C:9](=[O:18])[NH:8][C:7]1=[O:19].Cl. Product: [CH3:17][C:15]1[N:16]=[C:12]([C:10]2[C:9](=[O:18])[NH:8][C:7](=[O:19])[N:6]([CH2:5][CH2:4][CH:3]=[O:2])[CH:11]=2)[S:13][CH:14]=1. The catalyst class is: 7. (6) Reactant: [Si:1]([O:8][CH2:9][C:10]([C:12]1[CH:17]=[CH:16][CH:15]=[CH:14][CH:13]=1)=[O:11])([C:4]([CH3:7])([CH3:6])[CH3:5])([CH3:3])[CH3:2].[BH4-].[Na+]. Product: [Si:1]([O:8][CH2:9][CH:10]([C:12]1[CH:13]=[CH:14][CH:15]=[CH:16][CH:17]=1)[OH:11])([C:4]([CH3:7])([CH3:6])[CH3:5])([CH3:3])[CH3:2]. The catalyst class is: 5. (7) Reactant: Cl.C(N=C=NCCCN(C)C)C.[CH3:13][C@H:14]([C:27]([OH:29])=[O:28])[C:15]1[CH:16]=[CH:17][C:18]2[CH:19]=[C:20]([O:25][CH3:26])[CH:21]=[CH:22][C:23]=2[CH:24]=1.[N:30]1([CH2:39][CH2:40]O)[C:34]2[CH:35]=[CH:36][CH:37]=[CH:38][C:33]=2[N:32]=[CH:31]1. Product: [CH3:26][O:25][C:20]1[CH:19]=[C:18]2[C:23](=[CH:22][CH:21]=1)[CH:24]=[C:15]([CH:14]([CH3:13])[C:27]([O:29][CH2:40][CH2:39][N:30]1[C:34]3[CH:35]=[CH:36][CH:37]=[CH:38][C:33]=3[N:32]=[CH:31]1)=[O:28])[CH:16]=[CH:17]2. The catalyst class is: 277.